Dataset: Full USPTO retrosynthesis dataset with 1.9M reactions from patents (1976-2016). Task: Predict the reactants needed to synthesize the given product. (1) Given the product [C:35]([O:34][C@@H:28]([C:15]1[C:14]([CH3:39])=[N:13][C:12]2=[CH:40][C:9]3=[N:10][N:11]2[C:16]=1[N:17]1[CH2:22][CH2:21][C:20]([CH3:23])([O:24][CH2:25][CH2:26][CH2:27][CH2:1][C:4]2[CH:44]=[C:43]([F:45])[CH:42]=[CH:41][C:5]=2[CH2:6][O:7][CH2:8]3)[CH2:19][CH2:18]1)[C:29]([O:31][CH2:32][CH3:33])=[O:30])([CH3:37])([CH3:38])[CH3:36], predict the reactants needed to synthesize it. The reactants are: [CH2:1]([C:4]1[CH:44]=[C:43]([F:45])[CH:42]=[CH:41][C:5]=1[CH2:6][O:7][CH2:8][C:9]1[CH:40]=[C:12]2[N:13]=[C:14]([CH3:39])[C:15]([C@H:28]([O:34][C:35]([CH3:38])([CH3:37])[CH3:36])[C:29]([O:31][CH2:32][CH3:33])=[O:30])=[C:16]([N:17]3[CH2:22][CH2:21][C:20]([O:24][CH2:25][CH:26]=[CH2:27])([CH3:23])[CH2:19][CH2:18]3)[N:11]2[N:10]=1)C=C.[BH4-].[Na+]. (2) Given the product [ClH:1].[NH2:9][C@H:10]1[CH2:15][CH2:14][CH2:13][C@H:12]([CH2:16][O:17][C:18](=[O:20])[CH3:19])[CH2:11]1, predict the reactants needed to synthesize it. The reactants are: [ClH:1].C(OC([NH:9][C@H:10]1[CH2:15][CH2:14][CH2:13][C@H:12]([CH2:16][O:17][C:18](=[O:20])[CH3:19])[CH2:11]1)=O)(C)(C)C. (3) The reactants are: [CH2:1]([C:8]1[O:9][C:10]2[CH:29]=[CH:28][CH:27]=[CH:26][C:11]=2[C:12]=1[C:13]1[CH:18]=[CH:17][C:16]([C:19]2[CH:24]=[CH:23][C:22]([OH:25])=[CH:21][CH:20]=2)=[CH:15][CH:14]=1)[C:2]1[CH:7]=[CH:6][CH:5]=[CH:4][CH:3]=1.C[O:31][C:32](=[O:42])[CH:33]([CH2:35][C:36]1[CH:41]=[CH:40][CH:39]=[CH:38][CH:37]=1)O. Given the product [CH2:1]([C:8]1[O:9][C:10]2[CH:29]=[CH:28][CH:27]=[CH:26][C:11]=2[C:12]=1[C:13]1[CH:18]=[CH:17][C:16]([C:19]2[CH:24]=[CH:23][C:22]([O:25][CH:33]([CH2:35][C:36]3[CH:41]=[CH:40][CH:39]=[CH:38][CH:37]=3)[C:32]([OH:42])=[O:31])=[CH:21][CH:20]=2)=[CH:15][CH:14]=1)[C:2]1[CH:3]=[CH:4][CH:5]=[CH:6][CH:7]=1, predict the reactants needed to synthesize it.